Dataset: Forward reaction prediction with 1.9M reactions from USPTO patents (1976-2016). Task: Predict the product of the given reaction. (1) Given the reactants [N:1]1[C:10]2[C:5](=[CH:6][C:7]([CH2:11][C:12]3[N:16]4[CH:17]=[C:18]([C:21](=O)[CH3:22])[CH:19]=[N:20][C:15]4=[N:14][CH:13]=3)=[CH:8][CH:9]=2)[CH:4]=[CH:3][CH:2]=1.Cl.[NH:25]([C:27]([NH2:29])=[O:28])[NH2:26], predict the reaction product. The product is: [N:1]1[C:10]2[C:5](=[CH:6][C:7]([CH2:11][C:12]3[N:16]4[CH:17]=[C:18](/[C:21](=[N:26]/[NH:25][C:27]([NH2:29])=[O:28])/[CH3:22])[CH:19]=[N:20][C:15]4=[N:14][CH:13]=3)=[CH:8][CH:9]=2)[CH:4]=[CH:3][CH:2]=1. (2) The product is: [F:13][C:12]([F:15])([F:14])[C:8]1[CH:7]=[C:6]2[C:11]([C:2]([NH:22][CH2:23][CH2:24][NH2:25])=[CH:3][CH:4]=[N:5]2)=[CH:10][CH:9]=1. Given the reactants Cl[C:2]1[C:11]2[C:6](=[CH:7][C:8]([C:12]([F:15])([F:14])[F:13])=[CH:9][CH:10]=2)[N:5]=[CH:4][CH:3]=1.C(OC(=O)[NH:22][CH2:23][CH2:24][NH2:25])(C)(C)C.Cl, predict the reaction product. (3) The product is: [CH3:37][N:38]1[CH2:43][CH2:42][N:41]([CH2:7][CH2:8][CH2:9][S:10]([N:13]2[CH2:18][CH2:17][CH:16]([C:19]3[C:27]4[C:22](=[C:23]([C:34]([NH2:36])=[O:35])[CH:24]=[C:25]([C:28]5[CH:33]=[CH:32][CH:31]=[CH:30][CH:29]=5)[CH:26]=4)[NH:21][CH:20]=3)[CH2:15][CH2:14]2)(=[O:12])=[O:11])[CH2:40][CH2:39]1. Given the reactants NS(N)(=O)=O.Cl[CH2:7][CH2:8][CH2:9][S:10]([N:13]1[CH2:18][CH2:17][CH:16]([C:19]2[C:27]3[C:22](=[C:23]([C:34]([NH2:36])=[O:35])[CH:24]=[C:25]([C:28]4[CH:33]=[CH:32][CH:31]=[CH:30][CH:29]=4)[CH:26]=3)[NH:21][CH:20]=2)[CH2:15][CH2:14]1)(=[O:12])=[O:11].[CH3:37][N:38]1[CH2:43][CH2:42][NH:41][CH2:40][CH2:39]1.C([O-])([O-])=O.[K+].[K+].[Na+].[I-], predict the reaction product. (4) Given the reactants [CH3:1][S:2]([C:5]1[CH:10]=[CH:9][CH:8]=[CH:7][C:6]=1[S:11]([NH:14][C:15]1[CH:16]=[CH:17][CH:18]=[C:19]2[C:23]=1[NH:22][C:21]([C:24]([O:26]CC)=[O:25])=[CH:20]2)(=[O:13])=[O:12])(=[O:4])=[O:3].[OH-].[Na+].O1CCCC1, predict the reaction product. The product is: [CH3:1][S:2]([C:5]1[CH:10]=[CH:9][CH:8]=[CH:7][C:6]=1[S:11]([NH:14][C:15]1[CH:16]=[CH:17][CH:18]=[C:19]2[C:23]=1[NH:22][C:21]([C:24]([OH:26])=[O:25])=[CH:20]2)(=[O:12])=[O:13])(=[O:3])=[O:4]. (5) Given the reactants [NH2:1][C:2]1[CH:11]=[CH:10][C:5]([C:6]([O:8][CH3:9])=[O:7])=[C:4]([O:12][CH3:13])[CH:3]=1.C1C=CC2N(O)N=NC=2C=1.[CH2:24]([O:42][CH:43]1[CH:48]([O:49][CH2:50][CH2:51][CH2:52][CH2:53][CH2:54][CH2:55][CH2:56][CH2:57][CH2:58][CH2:59][CH2:60][CH2:61][CH2:62][CH2:63][CH2:64][CH2:65][CH2:66][CH3:67])[CH:47]([O:68][CH2:69][CH2:70][CH2:71][CH2:72][CH2:73][CH2:74][CH2:75][CH2:76][CH2:77][CH2:78][CH2:79][CH2:80][CH2:81][CH2:82][CH2:83][CH2:84][CH2:85][CH3:86])[CH2:46][CH:45]([C:87](O)=[O:88])[CH2:44]1)[CH2:25][CH2:26][CH2:27][CH2:28][CH2:29][CH2:30][CH2:31][CH2:32][CH2:33][CH2:34][CH2:35][CH2:36][CH2:37][CH2:38][CH2:39][CH2:40][CH3:41].CCN=C=NCCCN(C)C.Cl, predict the reaction product. The product is: [CH3:13][O:12][C:4]1[CH:3]=[C:2]([NH:1][C:87]([CH:45]2[CH2:46][CH:47]([O:68][CH2:69][CH2:70][CH2:71][CH2:72][CH2:73][CH2:74][CH2:75][CH2:76][CH2:77][CH2:78][CH2:79][CH2:80][CH2:81][CH2:82][CH2:83][CH2:84][CH2:85][CH3:86])[CH:48]([O:49][CH2:50][CH2:51][CH2:52][CH2:53][CH2:54][CH2:55][CH2:56][CH2:57][CH2:58][CH2:59][CH2:60][CH2:61][CH2:62][CH2:63][CH2:64][CH2:65][CH2:66][CH3:67])[CH:43]([O:42][CH2:24][CH2:25][CH2:26][CH2:27][CH2:28][CH2:29][CH2:30][CH2:31][CH2:32][CH2:33][CH2:34][CH2:35][CH2:36][CH2:37][CH2:38][CH2:39][CH2:40][CH3:41])[CH2:44]2)=[O:88])[CH:11]=[CH:10][C:5]=1[C:6]([O:8][CH3:9])=[O:7].